Dataset: Reaction yield outcomes from USPTO patents with 853,638 reactions. Task: Predict the reaction yield, written as a fraction of the theoretical maximum amount of product (1.0 means a 100% yield; for example, 0.34 means a 34% yield). The reactants are [Cl:1][C:2]1[N:7]=[C:6]([N:8]2[CH2:12][C:11]([CH3:14])([CH3:13])[C@H:10]([OH:15])[CH2:9]2)[C:5]([F:16])=[C:4]([NH:17][NH2:18])[N:3]=1.[CH:19]1([CH2:24][C@H:25]([CH2:29][N:30]([CH:38]=[O:39])[O:31][CH:32]2[CH2:37][CH2:36][CH2:35][CH2:34][O:33]2)[C:26](O)=[O:27])[CH2:23][CH2:22][CH2:21][CH2:20]1.CN1CCOCC1.ON1C2N=CC=CC=2N=N1.C(Cl)CCl. The catalyst is CN(C=O)C. The product is [Cl:1][C:2]1[N:3]=[C:4]([NH:17][NH:18][C:26](=[O:27])[C@H:25]([CH2:24][CH:19]2[CH2:20][CH2:21][CH2:22][CH2:23]2)[CH2:29][N:30]([O:31][CH:32]2[CH2:37][CH2:36][CH2:35][CH2:34][O:33]2)[CH:38]=[O:39])[C:5]([F:16])=[C:6]([N:8]2[CH2:9][C@@H:10]([OH:15])[C:11]([CH3:14])([CH3:13])[CH2:12]2)[N:7]=1. The yield is 0.590.